This data is from Reaction yield outcomes from USPTO patents with 853,638 reactions. The task is: Predict the reaction yield, written as a fraction of the theoretical maximum amount of product (1.0 means a 100% yield; for example, 0.34 means a 34% yield). (1) The reactants are [N+:1]([C:4]1[CH:13]=[C:12]2[C:7]([CH2:8][CH2:9][CH2:10][C:11]2=[N:14]O)=[CH:6][CH:5]=1)([O-])=O. The catalyst is CO. The product is [CH:11]1([NH2:14])[C:12]2[C:7](=[CH:6][CH:5]=[C:4]([NH2:1])[CH:13]=2)[CH2:8][CH2:9][CH2:10]1. The yield is 0.960. (2) The reactants are [F:1][C:2]([F:26])([F:25])[C:3]1[CH:8]=[CH:7][C:6]([N:9]2[CH:13]=[N:12][C:11]([C:14]3[CH:19]=[CH:18][C:17]([C:20]#[C:21][CH2:22][CH2:23][OH:24])=[CH:16][CH:15]=3)=[N:10]2)=[CH:5][CH:4]=1. The catalyst is [Pd].C(OCC)(=O)C. The product is [F:26][C:2]([F:1])([F:25])[C:3]1[CH:8]=[CH:7][C:6]([N:9]2[CH:13]=[N:12][C:11]([C:14]3[CH:19]=[CH:18][C:17]([CH2:20][CH2:21][CH2:22][CH2:23][OH:24])=[CH:16][CH:15]=3)=[N:10]2)=[CH:5][CH:4]=1. The yield is 1.04.